Dataset: Full USPTO retrosynthesis dataset with 1.9M reactions from patents (1976-2016). Task: Predict the reactants needed to synthesize the given product. (1) The reactants are: [CH3:1][O:2][C:3]1[CH:4]=[C:5]([N:12]2[CH2:17][CH2:16][NH:15][CH2:14][CH2:13]2)[CH:6]=[CH:7][C:8]=1[N+:9]([O-:11])=[O:10].I[CH2:19][CH2:20][CH3:21].C([O-])(O)=O.[Na+]. Given the product [CH3:1][O:2][C:3]1[CH:4]=[C:5]([N:12]2[CH2:17][CH2:16][N:15]([CH2:19][CH2:20][CH3:21])[CH2:14][CH2:13]2)[CH:6]=[CH:7][C:8]=1[N+:9]([O-:11])=[O:10], predict the reactants needed to synthesize it. (2) Given the product [C:9]([O:8][C:7](=[O:13])[NH:6][C:3]1[CH:4]=[CH:5][S:1][C:2]=1[Br:14])([CH3:10])([CH3:12])[CH3:11], predict the reactants needed to synthesize it. The reactants are: [S:1]1[CH:5]=[CH:4][C:3]([NH:6][C:7](=[O:13])[O:8][C:9]([CH3:12])([CH3:11])[CH3:10])=[CH:2]1.[Br:14]N1C(=O)CCC1=O. (3) Given the product [NH2:9][C:7]1[CH:6]=[CH:5][C:4]([S:12]([N:15]([CH3:25])[CH2:16][CH2:17][CH2:18][N:19]2[CH2:24][CH2:23][O:22][CH2:21][CH2:20]2)(=[O:13])=[O:14])=[C:3]([O:2][CH3:1])[CH:8]=1, predict the reactants needed to synthesize it. The reactants are: [CH3:1][O:2][C:3]1[CH:8]=[C:7]([N+:9]([O-])=O)[CH:6]=[CH:5][C:4]=1[S:12]([N:15]([CH3:25])[CH2:16][CH2:17][CH2:18][N:19]1[CH2:24][CH2:23][O:22][CH2:21][CH2:20]1)(=[O:14])=[O:13]. (4) Given the product [CH:7]([C:5]1[S:6][CH:2]=[C:3]([CH:10]2[CH2:15][CH2:14][CH2:13][CH2:12][CH2:11]2)[C:4]=1[CH3:9])=[O:8], predict the reactants needed to synthesize it. The reactants are: Br[C:2]1[S:6][C:5]([CH:7]=[O:8])=[C:4]([CH3:9])[C:3]=1[CH:10]1[CH2:15][CH2:14][CH2:13][CH2:12][CH2:11]1.B([O-])[O-].[Cl-].[NH4+].